Dataset: Peptide-MHC class I binding affinity with 185,985 pairs from IEDB/IMGT. Task: Regression. Given a peptide amino acid sequence and an MHC pseudo amino acid sequence, predict their binding affinity value. This is MHC class I binding data. (1) The peptide sequence is SIPFGLMSA. The MHC is HLA-B57:01 with pseudo-sequence HLA-B57:01. The binding affinity (normalized) is 0.0847. (2) The peptide sequence is YNLSLSAAV. The MHC is HLA-A02:02 with pseudo-sequence HLA-A02:02. The binding affinity (normalized) is 0.375. (3) The peptide sequence is RPRPRTPEW. The MHC is HLA-B39:01 with pseudo-sequence HLA-B39:01. The binding affinity (normalized) is 0.213. (4) The peptide sequence is AKYEICLEK. The MHC is HLA-A30:01 with pseudo-sequence HLA-A30:01. The binding affinity (normalized) is 0.0847. (5) The peptide sequence is SLFYTFAISY. The MHC is HLA-A11:01 with pseudo-sequence HLA-A11:01. The binding affinity (normalized) is 0.795. (6) The peptide sequence is CFTSLVWAPLILA. The MHC is HLA-A30:02 with pseudo-sequence HLA-A30:02. The binding affinity (normalized) is 0. (7) The peptide sequence is NVKDYSIV. The MHC is HLA-A02:01 with pseudo-sequence HLA-A02:01. The binding affinity (normalized) is 0.